This data is from Catalyst prediction with 721,799 reactions and 888 catalyst types from USPTO. The task is: Predict which catalyst facilitates the given reaction. Reactant: [Cl:1][C:2]1[CH:7]=[CH:6][CH:5]=[C:4]([Cl:8])[C:3]=1[CH2:9][S:10]([C:13]1[CH:14]=[C:15]2[C:19](=[CH:20][CH:21]=1)[NH:18][C:17](=[O:22])/[C:16]/2=[CH:23]\[C:24]1[NH:28][C:27]([CH3:29])=[C:26]([CH2:30][C:31](O)=[O:32])[C:25]=1[CH3:34])(=[O:12])=[O:11].C1C=CC2N(O)N=NC=2C=1.CCN=C=NCCCN(C)C.Cl.[NH2:57][CH2:58][CH2:59][N:60]1[CH2:65][CH2:64][NH:63][C:62](=[O:66])[CH2:61]1. Product: [Cl:8][C:4]1[CH:5]=[CH:6][CH:7]=[C:2]([Cl:1])[C:3]=1[CH2:9][S:10]([C:13]1[CH:14]=[C:15]2[C:19](=[CH:20][CH:21]=1)[NH:18][C:17](=[O:22])/[C:16]/2=[CH:23]\[C:24]1[NH:28][C:27]([CH3:29])=[C:26]([CH2:30][C:31]([NH:57][CH2:58][CH2:59][N:60]2[CH2:65][CH2:64][NH:63][C:62](=[O:66])[CH2:61]2)=[O:32])[C:25]=1[CH3:34])(=[O:12])=[O:11]. The catalyst class is: 3.